This data is from Reaction yield outcomes from USPTO patents with 853,638 reactions. The task is: Predict the reaction yield, written as a fraction of the theoretical maximum amount of product (1.0 means a 100% yield; for example, 0.34 means a 34% yield). The reactants are Br[C:2]1[C:3]([F:14])=[CH:4][N:5]=[C:6]2[C:11]=1[N:10]=[C:9]([O:12][CH3:13])[CH:8]=[CH:7]2.C(=O)([O-])[O-].[K+].[K+].CO[CH2:23][CH2:24]OC. The catalyst is O. The product is [CH:23]([C:2]1[C:3]([F:14])=[CH:4][N:5]=[C:6]2[C:11]=1[N:10]=[C:9]([O:12][CH3:13])[CH:8]=[CH:7]2)=[CH2:24]. The yield is 0.900.